Dataset: Full USPTO retrosynthesis dataset with 1.9M reactions from patents (1976-2016). Task: Predict the reactants needed to synthesize the given product. (1) Given the product [CH2:12]([O:14][C:15](=[O:22])[CH:16]([C:2]1[CH:3]=[C:4]2[C:9](=[CH:10][CH:11]=1)[N:8]=[CH:7][CH:6]=[N:5]2)[C:17]([O:19][CH2:20][CH3:21])=[O:18])[CH3:13], predict the reactants needed to synthesize it. The reactants are: I[C:2]1[CH:3]=[C:4]2[C:9](=[CH:10][CH:11]=1)[N:8]=[CH:7][CH:6]=[N:5]2.[CH2:12]([O:14][C:15](=[O:22])[CH2:16][C:17]([O:19][CH2:20][CH3:21])=[O:18])[CH3:13].C1(C2C=CC=CC=2)C(O)=CC=CC=1.C(=O)([O-])[O-].[Cs+].[Cs+]. (2) Given the product [O:14]1[C:15]2[CH:21]=[CH:20][CH:19]=[CH:18][C:16]=2[N:17]=[C:13]1[C:10]1[CH:11]=[CH:12][C:7]([C:31]2[CH:36]=[CH:35][CH:34]=[CH:33][N:32]=2)=[C:8]([CH:9]=1)[C:22]#[N:23], predict the reactants needed to synthesize it. The reactants are: FC(F)(F)S(O[C:7]1[CH:12]=[CH:11][C:10]([C:13]2[O:14][C:15]3[CH:21]=[CH:20][CH:19]=[CH:18][C:16]=3[N:17]=2)=[CH:9][C:8]=1[C:22]#[N:23])(=O)=O.C([Sn](CCCC)(CCCC)[C:31]1[CH:36]=[CH:35][CH:34]=[CH:33][N:32]=1)CCC.CCOC(C)=O. (3) The reactants are: [Br:1][C:2]1[CH:7]=[CH:6][CH:5]=[CH:4][C:3]=1[C:8](=[O:10])[CH3:9].[Br:11]Br. Given the product [Br:11][CH2:9][C:8]([C:3]1[CH:4]=[CH:5][CH:6]=[CH:7][C:2]=1[Br:1])=[O:10].[Br:1][C:2]1[CH:7]=[CH:6][CH:5]=[CH:4][C:3]=1[C:8](=[O:10])[CH3:9], predict the reactants needed to synthesize it. (4) Given the product [C:29]([OH:36])(=[O:35])/[CH:30]=[CH:31]\[C:32]([OH:34])=[O:33].[NH2:1][C:2]1[N:10]=[C:9]([O:11][C@@H:12]([CH3:16])[CH2:13][CH2:14][CH3:15])[N:8]=[C:7]2[C:3]=1[NH:4][C:5](=[O:28])[N:6]2[CH2:17][CH2:18][CH2:19][CH2:20][CH2:21][N:22]1[CH2:23][CH2:24][CH2:25][CH2:26][CH2:27]1, predict the reactants needed to synthesize it. The reactants are: [NH2:1][C:2]1[N:10]=[C:9]([O:11][C@@H:12]([CH3:16])[CH2:13][CH2:14][CH3:15])[N:8]=[C:7]2[C:3]=1[NH:4][C:5](=[O:28])[N:6]2[CH2:17][CH2:18][CH2:19][CH2:20][CH2:21][N:22]1[CH2:27][CH2:26][CH2:25][CH2:24][CH2:23]1.[C:29]([OH:36])(=[O:35])/[CH:30]=[CH:31]\[C:32]([OH:34])=[O:33]. (5) Given the product [OH:5][C@H:3]([CH3:4])[CH2:2][NH:1][C:6](=[O:7])[O:8][C:9]([CH3:12])([CH3:11])[CH3:10], predict the reactants needed to synthesize it. The reactants are: [NH2:1][CH2:2][C@H:3]([OH:5])[CH3:4].[C:6](O[C:6]([O:8][C:9]([CH3:12])([CH3:11])[CH3:10])=[O:7])([O:8][C:9]([CH3:12])([CH3:11])[CH3:10])=[O:7].C(N(CC)CC)C. (6) Given the product [C:1]([N:4]1[C:12]2[C:7](=[CH:8][C:9]([C:13](=[O:15])[CH3:14])=[CH:10][CH:11]=2)[C:6](=[C:17]([O:22][CH3:23])[CH2:18][CH2:19][CH2:20][CH3:21])[C:5]1=[O:16])(=[O:3])[CH3:2], predict the reactants needed to synthesize it. The reactants are: [C:1]([N:4]1[C:12]2[C:7](=[CH:8][C:9]([C:13](=[O:15])[CH3:14])=[CH:10][CH:11]=2)[CH2:6][C:5]1=[O:16])(=[O:3])[CH3:2].[C:17](OC)(OC)([O:22][CH3:23])[CH2:18][CH2:19][CH2:20][CH3:21]. (7) Given the product [I:1][C:2]1[C:10]2[C:9]([O:11][CH2:12][CH:13]([CH3:15])[CH3:14])=[N:8][CH:7]=[N:6][C:5]=2[N:4]([S:24]([C:21]2[CH:22]=[CH:23][C:18]([CH3:28])=[CH:19][CH:20]=2)(=[O:26])=[O:25])[CH:3]=1, predict the reactants needed to synthesize it. The reactants are: [I:1][C:2]1[C:10]2[C:9]([O:11][CH2:12][CH:13]([CH3:15])[CH3:14])=[N:8][CH:7]=[N:6][C:5]=2[NH:4][CH:3]=1.[H-].[Na+].[C:18]1([CH3:28])[CH:23]=[CH:22][C:21]([S:24](Cl)(=[O:26])=[O:25])=[CH:20][CH:19]=1.